From a dataset of Reaction yield outcomes from USPTO patents with 853,638 reactions. Predict the reaction yield, written as a fraction of the theoretical maximum amount of product (1.0 means a 100% yield; for example, 0.34 means a 34% yield). The reactants are [Br:1][C:2]1[CH:3]=[CH:4][C:5]([S:8][CH2:9][CH3:10])=[N:6][CH:7]=1.C1C=C(Cl)C=C(C(OO)=[O:19])C=1.C(#N)C. The catalyst is C(Cl)Cl. The product is [Br:1][C:2]1[CH:3]=[CH:4][C:5]([S:8]([CH2:9][CH3:10])=[O:19])=[N:6][CH:7]=1. The yield is 0.450.